This data is from Full USPTO retrosynthesis dataset with 1.9M reactions from patents (1976-2016). The task is: Predict the reactants needed to synthesize the given product. (1) Given the product [N:40]1([S:37]([CH2:36][C@H:32]([NH:31][C@@H:3]([C:4]2[CH:5]=[CH:6][C:7]([F:10])=[CH:8][CH:9]=2)[C:2]([F:1])([F:19])[F:20])[C:33]([OH:35])=[O:34])(=[O:39])=[O:38])[CH2:41][CH2:42][O:43][CH2:44][CH2:45]1, predict the reactants needed to synthesize it. The reactants are: [F:1][C:2]([F:20])([F:19])[C@H:3](OS(C(F)(F)F)(=O)=O)[C:4]1[CH:9]=[CH:8][C:7]([F:10])=[CH:6][CH:5]=1.CCN(C(C)C)C(C)C.Cl.[NH2:31][C@@H:32]([CH2:36][S:37]([N:40]1[CH2:45][CH2:44][O:43][CH2:42][CH2:41]1)(=[O:39])=[O:38])[C:33]([OH:35])=[O:34]. (2) Given the product [CH3:7][C:5]1[S:4][C:3]([C:8]2[CH:9]=[CH:10][N:29]=[C:27]([NH:26][C:23]3[CH:22]=[CH:21][C:20]([F:19])=[CH:25][CH:24]=3)[N:28]=2)=[C:2]([CH3:1])[N:6]=1, predict the reactants needed to synthesize it. The reactants are: [CH3:1][C:2]1[N:6]=[C:5]([CH3:7])[S:4][C:3]=1/[CH:8]=[CH:9]/[C:10](N(C)C)=O.[N+]([O-])(O)=O.[F:19][C:20]1[CH:25]=[CH:24][C:23]([NH:26][C:27]([NH2:29])=[NH:28])=[CH:22][CH:21]=1.[OH-].[Na+]. (3) Given the product [F:35][C:25]1[CH:24]=[C:23]([C:12]#[C:11][C:8]2[CH:9]=[CH:10][C:5]([CH2:1][CH:2]([CH3:4])[CH3:3])=[CH:6][CH:7]=2)[CH:32]=[C:31]2[C:26]=1[CH:27]=[C:28]([CH:33]=[O:34])[CH2:29][O:30]2, predict the reactants needed to synthesize it. The reactants are: [CH2:1]([C:5]1[CH:10]=[CH:9][C:8]([C:11]#[C:12][Si](C)(C)C)=[CH:7][CH:6]=1)[CH:2]([CH3:4])[CH3:3].FC(F)(F)S(O[C:23]1[CH:32]=[C:31]2[C:26]([CH:27]=[C:28]([CH:33]=[O:34])[CH2:29][O:30]2)=[C:25]([F:35])[CH:24]=1)(=O)=O. (4) Given the product [CH2:1]([C:3]1([CH2:8][CH3:9])[CH2:6][N:7]=[N:5][CH2:4]1)[CH3:2], predict the reactants needed to synthesize it. The reactants are: [CH2:1]([C:3]([CH2:8][CH3:9])([CH2:6][NH2:7])[CH2:4][NH2:5])[CH3:2].OO.[O-]Cl.[Na+].